From a dataset of Full USPTO retrosynthesis dataset with 1.9M reactions from patents (1976-2016). Predict the reactants needed to synthesize the given product. (1) Given the product [Br:1][C:2]1[CH:3]=[N:4][C:5]2[N:6]([N:8]=[C:9]([C:11]([N:26]3[CH2:25][CH2:24][N:23]4[C:19]([C:16]5[CH:17]=[CH:18][O:14][CH:15]=5)=[CH:20][CH:21]=[C:22]4[CH:27]3[CH3:28])=[O:13])[CH:10]=2)[CH:7]=1, predict the reactants needed to synthesize it. The reactants are: [Br:1][C:2]1[CH:3]=[N:4][C:5]2[N:6]([N:8]=[C:9]([C:11]([OH:13])=O)[CH:10]=2)[CH:7]=1.[O:14]1[CH:18]=[CH:17][C:16]([C:19]2[N:23]3[CH2:24][CH2:25][NH:26][CH:27]([CH3:28])[C:22]3=[CH:21][CH:20]=2)=[CH:15]1. (2) Given the product [CH3:8][C:6]1[CH:7]=[C:2]([C:23]#[C:22][CH3:27])[CH:3]=[C:4]([CH3:21])[C:5]=1[CH:9]1[C:14](=[O:15])[CH2:13][CH:12]([CH2:16][CH2:17][S:18][CH3:19])[CH2:11][C:10]1=[O:20], predict the reactants needed to synthesize it. The reactants are: Br[C:2]1[CH:7]=[C:6]([CH3:8])[C:5]([CH:9]2[C:14](=[O:15])[CH2:13][CH:12]([CH2:16][CH2:17][S:18][CH3:19])[CH2:11][C:10]2=[O:20])=[C:4]([CH3:21])[CH:3]=1.[C:22]1(P(C2C=CC=CC=2)CCCCP(C2C=CC=CC=2)C2C=CC=CC=2)[CH:27]=CC=C[CH:23]=1.C(O)(=O)C#CC.[F-].C([N+](CCCC)(CCCC)CCCC)CCC. (3) Given the product [CH2:12]([O:19][C:20](=[O:42])[C:21]([O:25][C:26]1[CH:31]=[CH:30][CH:29]=[C:28]([CH2:32][CH2:33][N:34]([CH2:35][CH2:36][CH2:37][CH2:38][CH2:39][CH2:40][CH3:41])[C:9](=[O:10])[CH2:8][CH2:7][C:1]2[CH:6]=[CH:5][CH:4]=[CH:3][CH:2]=2)[CH:27]=1)([CH3:24])[CH2:22][CH3:23])[C:13]1[CH:18]=[CH:17][CH:16]=[CH:15][CH:14]=1, predict the reactants needed to synthesize it. The reactants are: [C:1]1([CH2:7][CH2:8][C:9](Cl)=[O:10])[CH:6]=[CH:5][CH:4]=[CH:3][CH:2]=1.[CH2:12]([O:19][C:20](=[O:42])[C:21]([O:25][C:26]1[CH:31]=[CH:30][CH:29]=[C:28]([CH2:32][CH2:33][NH:34][CH2:35][CH2:36][CH2:37][CH2:38][CH2:39][CH2:40][CH3:41])[CH:27]=1)([CH3:24])[CH2:22][CH3:23])[C:13]1[CH:18]=[CH:17][CH:16]=[CH:15][CH:14]=1.CCN(C(C)C)C(C)C. (4) Given the product [F:14][C:15]([F:26])([F:27])[O:16][C:17]1[CH:18]=[C:19]([CH2:23][CH2:24][NH:25][CH2:7][C:6]2[CH:9]=[CH:10][C:3]([Si:2]([CH3:12])([CH3:11])[CH3:1])=[CH:4][CH:5]=2)[CH:20]=[CH:21][CH:22]=1, predict the reactants needed to synthesize it. The reactants are: [CH3:1][Si:2]([CH3:12])([CH3:11])[C:3]1[CH:10]=[CH:9][C:6]([CH:7]=O)=[CH:5][CH:4]=1.Cl.[F:14][C:15]([F:27])([F:26])[O:16][C:17]1[CH:18]=[C:19]([CH2:23][CH2:24][NH2:25])[CH:20]=[CH:21][CH:22]=1.C(N(CC)CC)C.[BH4-].[Na+].